From a dataset of Catalyst prediction with 721,799 reactions and 888 catalyst types from USPTO. Predict which catalyst facilitates the given reaction. Reactant: C(OC(=O)[N:7]([CH2:36][CH3:37])[CH2:8][C:9]1[CH:10]=[N:11][CH:12]=[C:13]([C:16]2[CH:17]=[C:18]3[C:22](=[CH:23][CH:24]=2)[N:21](C2CCCCO2)[N:20]=[C:19]3[C:31]2[NH:35][N:34]=[N:33][N:32]=2)[C:14]=1[CH3:15])(C)(C)C.C([SiH](CC)CC)C.FC(F)(F)C(O)=O. Product: [CH2:36]([NH:7][CH2:8][C:9]1[CH:10]=[N:11][CH:12]=[C:13]([C:16]2[CH:17]=[C:18]3[C:22](=[CH:23][CH:24]=2)[NH:21][N:20]=[C:19]3[C:31]2[NH:35][N:34]=[N:33][N:32]=2)[C:14]=1[CH3:15])[CH3:37]. The catalyst class is: 426.